This data is from Forward reaction prediction with 1.9M reactions from USPTO patents (1976-2016). The task is: Predict the product of the given reaction. (1) Given the reactants [Br:1][C:2]1[C:3]([S:11][C:12]2[NH:13][C:14]3[CH:19]=[CH:18][N:17]=[C:16]([NH2:20])[C:15]=3[N:21]=2)=[CH:4][C:5]2[O:9][CH2:8][O:7][C:6]=2[CH:10]=1.[CH:22]1[CH:27]=CC(P([C:22]2[CH:27]=CC=[CH:24][CH:23]=2)[C:22]2[CH:27]=CC=[CH:24][CH:23]=2)=[CH:24][CH:23]=1.C(O)CC#C.CC(OC(/N=N/C(OC(C)C)=O)=O)C, predict the reaction product. The product is: [Br:1][C:2]1[C:3]([S:11][C:12]2[N:13]([CH2:24][CH2:23][C:22]#[CH:27])[C:14]3[CH:19]=[CH:18][N:17]=[C:16]([NH2:20])[C:15]=3[N:21]=2)=[CH:4][C:5]2[O:9][CH2:8][O:7][C:6]=2[CH:10]=1. (2) Given the reactants ClN1C(=O)N(Cl)C(=O)N(Cl)C1=O.[Cl:28][C:25]1[CH:26]=[CH:27][C:22]([S:21][S:21][C:22]2[CH:27]=[CH:26][C:25]([Cl:28])=[CH:24][CH:23]=2)=[CH:23][CH:24]=1.[C:29]([NH:32][C:33]1[CH:41]=[CH:40][CH:39]=[C:38]2[C:34]=1[CH:35]=[C:36]([CH3:46])[N:37]2[CH2:42][C:43]([OH:45])=[O:44])(=[O:31])[CH3:30], predict the reaction product. The product is: [C:29]([NH:32][C:33]1[CH:41]=[CH:40][CH:39]=[C:38]2[C:34]=1[C:35]([S:21][C:22]1[CH:23]=[CH:24][C:25]([Cl:28])=[CH:26][CH:27]=1)=[C:36]([CH3:46])[N:37]2[CH2:42][C:43]([OH:45])=[O:44])(=[O:31])[CH3:30]. (3) Given the reactants [C:1]([O:7][CH2:8][N:9]1[C:18](=[O:19])[C:17]2[C:12](=[CH:13][C:14]([O:21][CH2:22][C:23]3[CH:28]=[CH:27][CH:26]=[CH:25][CH:24]=3)=[CH:15][C:16]=2[OH:20])[N:11]=[CH:10]1)(=[O:6])[C:2]([CH3:5])([CH3:4])[CH3:3].N(C1C2C(=CC=CC=2)N=CN=1)C1C=CC=CC=1.[Cl:46][CH2:47][CH2:48]O.C1(P(C2C=CC=CC=2)C2C=CC=CC=2)C=CC=CC=1.CC(OC(/N=N/C(OC(C)(C)C)=O)=O)(C)C, predict the reaction product. The product is: [C:1]([O:7][CH2:8][N:9]1[C:18](=[O:19])[C:17]2[C:12](=[CH:13][C:14]([O:21][CH2:22][C:23]3[CH:28]=[CH:27][CH:26]=[CH:25][CH:24]=3)=[CH:15][C:16]=2[O:20][CH2:48][CH2:47][Cl:46])[N:11]=[CH:10]1)(=[O:6])[C:2]([CH3:5])([CH3:4])[CH3:3].